Dataset: NCI-60 drug combinations with 297,098 pairs across 59 cell lines. Task: Regression. Given two drug SMILES strings and cell line genomic features, predict the synergy score measuring deviation from expected non-interaction effect. (1) Drug 1: CCCS(=O)(=O)NC1=C(C(=C(C=C1)F)C(=O)C2=CNC3=C2C=C(C=N3)C4=CC=C(C=C4)Cl)F. Drug 2: CS(=O)(=O)C1=CC(=C(C=C1)C(=O)NC2=CC(=C(C=C2)Cl)C3=CC=CC=N3)Cl. Cell line: HOP-92. Synergy scores: CSS=6.55, Synergy_ZIP=-0.611, Synergy_Bliss=1.16, Synergy_Loewe=-0.778, Synergy_HSA=-0.854. (2) Drug 1: CCC1=CC2CC(C3=C(CN(C2)C1)C4=CC=CC=C4N3)(C5=C(C=C6C(=C5)C78CCN9C7C(C=CC9)(C(C(C8N6C)(C(=O)OC)O)OC(=O)C)CC)OC)C(=O)OC.C(C(C(=O)O)O)(C(=O)O)O. Drug 2: CN1C(=O)N2C=NC(=C2N=N1)C(=O)N. Cell line: PC-3. Synergy scores: CSS=18.1, Synergy_ZIP=0.00262, Synergy_Bliss=-0.524, Synergy_Loewe=-43.4, Synergy_HSA=-0.901. (3) Synergy scores: CSS=53.1, Synergy_ZIP=0.982, Synergy_Bliss=4.47, Synergy_Loewe=4.55, Synergy_HSA=6.43. Drug 1: CC1=C(C(=CC=C1)Cl)NC(=O)C2=CN=C(S2)NC3=CC(=NC(=N3)C)N4CCN(CC4)CCO. Cell line: SF-539. Drug 2: CC1C(C(CC(O1)OC2CC(CC3=C2C(=C4C(=C3O)C(=O)C5=CC=CC=C5C4=O)O)(C(=O)C)O)N)O. (4) Drug 1: C1=CC=C(C=C1)NC(=O)CCCCCCC(=O)NO. Drug 2: C1CN(P(=O)(OC1)NCCCl)CCCl. Synergy scores: CSS=11.9, Synergy_ZIP=-3.94, Synergy_Bliss=-0.141, Synergy_Loewe=-36.9, Synergy_HSA=0.0985. Cell line: OVCAR-5. (5) Drug 1: C(CC(=O)O)C(=O)CN.Cl. Drug 2: C1CC(=O)NC(=O)C1N2C(=O)C3=CC=CC=C3C2=O. Cell line: PC-3. Synergy scores: CSS=16.2, Synergy_ZIP=-4.35, Synergy_Bliss=-0.902, Synergy_Loewe=-0.207, Synergy_HSA=-1.58.